Dataset: Forward reaction prediction with 1.9M reactions from USPTO patents (1976-2016). Task: Predict the product of the given reaction. (1) Given the reactants [NH2:1][C:2]1[C:3](=[O:20])[N:4]([C:14]2[CH:19]=[CH:18][CH:17]=[CH:16][CH:15]=2)[CH:5]=[C:6]([C:8]2[CH:13]=[CH:12][CH:11]=[CH:10][N:9]=2)[CH:7]=1.[C:21]1([C:27](=O)[CH2:28][CH2:29][C:30](=O)[CH3:31])[CH:26]=[CH:25][CH:24]=[CH:23][CH:22]=1.C(=O)([O-])O.[Na+], predict the reaction product. The product is: [CH3:31][C:30]1[N:1]([C:2]2[C:3](=[O:20])[N:4]([C:14]3[CH:15]=[CH:16][CH:17]=[CH:18][CH:19]=3)[CH:5]=[C:6]([C:8]3[CH:13]=[CH:12][CH:11]=[CH:10][N:9]=3)[CH:7]=2)[C:27]([C:21]2[CH:26]=[CH:25][CH:24]=[CH:23][CH:22]=2)=[CH:28][CH:29]=1. (2) Given the reactants [CH:1]1(B(O)O)[CH2:3][CH2:2]1.C1(P(C2CCCCC2)C2C=CC=CC=2C2C(OC)=CC=CC=2OC)CCCCC1.C(=O)([O-])[O-].[Na+].[Na+].Br[C:43]1[C:48]([C:49]2[CH:54]=[CH:53][C:52]([F:55])=[CH:51][CH:50]=2)=[C:47]([F:56])[C:46]([O:57][CH2:58][CH3:59])=[C:45]([CH:60]=[O:61])[CH:44]=1, predict the reaction product. The product is: [CH:1]1([C:43]2[C:48]([C:49]3[CH:50]=[CH:51][C:52]([F:55])=[CH:53][CH:54]=3)=[C:47]([F:56])[C:46]([O:57][CH2:58][CH3:59])=[C:45]([CH:60]=[O:61])[CH:44]=2)[CH2:3][CH2:2]1. (3) Given the reactants [C:1]([C:3]1[CH:17]=[CH:16][C:6]([CH2:7]P(=O)(OCC)OCC)=[CH:5][C:4]=1[F:18])#[N:2].[H-].[Na+].O=[C:22]1[CH2:27][CH2:26][N:25]([C:28]([O:30][C:31]([CH3:34])([CH3:33])[CH3:32])=[O:29])[CH2:24][CH2:23]1.O, predict the reaction product. The product is: [C:1]([C:3]1[CH:17]=[CH:16][C:6]([CH:7]=[C:22]2[CH2:27][CH2:26][N:25]([C:28]([O:30][C:31]([CH3:34])([CH3:33])[CH3:32])=[O:29])[CH2:24][CH2:23]2)=[CH:5][C:4]=1[F:18])#[N:2]. (4) Given the reactants CCN(C(C)C)C(C)C.[Br:10][C:11]1[CH:12]=[C:13]([C:27]([O:29][CH3:30])=[O:28])[CH:14]=[C:15]2[C:20]=1[O:19][C:18](S(CC)(=O)=O)=[CH:17][C:16]2=[O:26].Cl.[CH3:32][C@H:33]1[O:38][CH2:37][CH2:36][NH:35][CH2:34]1.Cl, predict the reaction product. The product is: [Br:10][C:11]1[CH:12]=[C:13]([C:27]([O:29][CH3:30])=[O:28])[CH:14]=[C:15]2[C:20]=1[O:19][C:18]([N:35]1[CH2:36][CH2:37][O:38][C@H:33]([CH3:32])[CH2:34]1)=[CH:17][C:16]2=[O:26]. (5) Given the reactants [C:1]([O:4]C(=O)C)(=[O:3])[CH3:2].F[C:9](F)(F)[C:10]([O-])=[O:11].[NH2:15][C:16]1[CH:21]=[CH:20][C:19]([C:22]2[C:23]3[C:28]([O:29][C:30]4[C:35]=2[CH:34]=[CH:33][C:32](=[N+:36]([CH3:38])[CH3:37])[CH:31]=4)=[CH:27][C:26]([N:39]([CH3:41])[CH3:40])=[CH:25][CH:24]=3)=[CH:18][CH:17]=1, predict the reaction product. The product is: [C:1]([O-:4])(=[O:3])[CH3:2].[C:10]([NH:15][C:16]1[CH:21]=[CH:20][C:19]([C:22]2[C:23]3[C:28]([O:29][C:30]4[C:35]=2[CH:34]=[CH:33][C:32](=[N+:36]([CH3:37])[CH3:38])[CH:31]=4)=[CH:27][C:26]([N:39]([CH3:41])[CH3:40])=[CH:25][CH:24]=3)=[CH:18][CH:17]=1)(=[O:11])[CH3:9].